Task: Predict which catalyst facilitates the given reaction.. Dataset: Catalyst prediction with 721,799 reactions and 888 catalyst types from USPTO (1) Reactant: CC(C)N=C=NC(C)C.C1C=CC2N(O)N=NC=2C=1.[O:20]1[C:24]2[CH:25]=[CH:26][C:27]([CH2:29][CH2:30][C:31]([OH:33])=O)=[CH:28][C:23]=2[O:22][CH2:21]1.Cl.Cl.[CH2:36]([N:43]1[C:52]2[C:47](=[CH:48][C:49]([Cl:53])=[CH:50][CH:51]=2)[CH2:46][CH:45]([NH2:54])[CH2:44]1)[C:37]1[CH:42]=[CH:41][CH:40]=[CH:39][CH:38]=1. Product: [O:20]1[C:24]2[CH:25]=[CH:26][C:27]([CH2:29][CH2:30][C:31]([NH:54][CH:45]3[CH2:46][C:47]4[C:52](=[CH:51][CH:50]=[C:49]([Cl:53])[CH:48]=4)[N:43]([CH2:36][C:37]4[CH:38]=[CH:39][CH:40]=[CH:41][CH:42]=4)[CH2:44]3)=[O:33])=[CH:28][C:23]=2[O:22][CH2:21]1. The catalyst class is: 26. (2) Reactant: [CH2:1]([O:5][C:6]([N:8]1[CH2:13][CH2:12][N:11]([C:14](=[O:40])[C@@H:15]([NH:21][C:22]([C:24]2[N:25]=[C:26]([C:34]3[CH:39]=[CH:38][CH:37]=[CH:36][CH:35]=3)[S:27][C:28]=2/[CH:29]=[CH:30]/[C:31]([OH:33])=[O:32])=[O:23])[CH2:16][CH2:17][C:18]([OH:20])=[O:19])[CH2:10][CH2:9]1)=[O:7])[CH2:2][CH2:3][CH3:4]. Product: [CH2:1]([O:5][C:6]([N:8]1[CH2:13][CH2:12][N:11]([C:14](=[O:40])[C@@H:15]([NH:21][C:22]([C:24]2[N:25]=[C:26]([C:34]3[CH:39]=[CH:38][CH:37]=[CH:36][CH:35]=3)[S:27][C:28]=2[CH2:29][CH2:30][C:31]([OH:33])=[O:32])=[O:23])[CH2:16][CH2:17][C:18]([OH:20])=[O:19])[CH2:10][CH2:9]1)=[O:7])[CH2:2][CH2:3][CH3:4]. The catalyst class is: 19. (3) Reactant: [NH2:1][C@H:2]([C:7]([OH:9])=[O:8])[CH2:3][C:4](=[O:6])[NH2:5].C(N(CC)CC)C.[C:17]1([CH3:29])[CH:22]=[C:21]([CH3:23])[CH:20]=[C:19]([CH3:24])[C:18]=1[S:25](Cl)(=[O:27])=[O:26]. Product: [CH3:29][C:17]1[CH:22]=[C:21]([CH3:23])[CH:20]=[C:19]([CH3:24])[C:18]=1[S:25]([NH:1][C@H:2]([C:7]([OH:9])=[O:8])[CH2:3][C:4](=[O:6])[NH2:5])(=[O:26])=[O:27]. The catalyst class is: 30. (4) Reactant: [OH-].[Li+].[F:3][C:4]1[CH:5]=[CH:6][C:7]([O:37][CH2:38][CH2:39][CH2:40][N:41]2[CH2:45][CH2:44][CH2:43][C:42]2=[O:46])=[C:8](/[CH:10]=[CH:11]/[CH:12]([CH2:25][CH2:26][C:27]2[CH:32]=[CH:31][C:30]([C:33]([O:35]C)=[O:34])=[CH:29][CH:28]=2)[CH2:13][CH2:14][C:15]2[CH:24]=[CH:23][C:18]([C:19]([O:21]C)=[O:20])=[CH:17][CH:16]=2)[CH:9]=1.Cl. Product: [C:19]([C:18]1[CH:17]=[CH:16][C:15]([CH2:14][CH2:13][CH:12](/[CH:11]=[CH:10]/[C:8]2[CH:9]=[C:4]([F:3])[CH:5]=[CH:6][C:7]=2[O:37][CH2:38][CH2:39][CH2:40][N:41]2[CH2:45][CH2:44][CH2:43][C:42]2=[O:46])[CH2:25][CH2:26][C:27]2[CH:28]=[CH:29][C:30]([C:33]([OH:35])=[O:34])=[CH:31][CH:32]=2)=[CH:24][CH:23]=1)([OH:21])=[O:20]. The catalyst class is: 20. (5) Reactant: [OH-].[K+].C1(=O)CCCC(=O)C1.ClCC(=O)C.Cl.[CH2:17]([O:19][C:20](=[O:23])[CH2:21][NH2:22])[CH3:18].C([O-])(=O)C.[Na+].O=[C:30]([CH3:40])[CH2:31][CH:32]1[C:37](=[O:38])[CH2:36][CH2:35][CH2:34][C:33]1=O. Product: [CH2:17]([O:19][C:20](=[O:23])[CH2:21][N:22]1[C:33]2[CH2:34][CH2:35][CH2:36][C:37](=[O:38])[C:32]=2[CH:31]=[C:30]1[CH3:40])[CH3:18]. The catalyst class is: 97. (6) Reactant: [OH:1][C:2]1([C:31](O)=[O:32])[CH2:7][CH2:6][CH:5]([N:8]2[C:16]([NH:17][C:18]3[C:23]([F:24])=[CH:22][C:21]([F:25])=[CH:20][C:19]=3[F:26])=[N:15][C:14]3[C:9]2=[N:10][C:11]([NH:27][CH:28]([CH3:30])[CH3:29])=[N:12][CH:13]=3)[CH2:4][CH2:3]1.[CH:34]1([NH2:39])[CH2:38][CH2:37][CH2:36][CH2:35]1.C(NC(C)C)(C)C. Product: [CH:34]1([NH:39][C:31]([C:2]2([OH:1])[CH2:7][CH2:6][CH:5]([N:8]3[C:16]([NH:17][C:18]4[C:23]([F:24])=[CH:22][C:21]([F:25])=[CH:20][C:19]=4[F:26])=[N:15][C:14]4[C:9]3=[N:10][C:11]([NH:27][CH:28]([CH3:30])[CH3:29])=[N:12][CH:13]=4)[CH2:4][CH2:3]2)=[O:32])[CH2:38][CH2:37][CH2:36][CH2:35]1. The catalyst class is: 1.